Dataset: Reaction yield outcomes from USPTO patents with 853,638 reactions. Task: Predict the reaction yield, written as a fraction of the theoretical maximum amount of product (1.0 means a 100% yield; for example, 0.34 means a 34% yield). (1) The reactants are [C:1]1([N:7]([C:17]2[CH:22]=[CH:21][CH:20]=[CH:19][CH:18]=2)[C:8]2[CH:13]=[CH:12][C:11](B(O)O)=[CH:10][CH:9]=2)[CH:6]=[CH:5][CH:4]=[CH:3][CH:2]=1.[Br:23][C:24]1[CH:25]=[CH:26][C:27](I)=[N:28][CH:29]=1.C([O-])([O-])=O.[Na+].[Na+].O. The catalyst is C1C=CC([P]([Pd]([P](C2C=CC=CC=2)(C2C=CC=CC=2)C2C=CC=CC=2)([P](C2C=CC=CC=2)(C2C=CC=CC=2)C2C=CC=CC=2)[P](C2C=CC=CC=2)(C2C=CC=CC=2)C2C=CC=CC=2)(C2C=CC=CC=2)C2C=CC=CC=2)=CC=1.C1COCC1. The product is [Br:23][C:24]1[CH:25]=[CH:26][C:27]([C:11]2[CH:12]=[CH:13][C:8]([N:7]([C:1]3[CH:6]=[CH:5][CH:4]=[CH:3][CH:2]=3)[C:17]3[CH:22]=[CH:21][CH:20]=[CH:19][CH:18]=3)=[CH:9][CH:10]=2)=[N:28][CH:29]=1. The yield is 0.980. (2) The reactants are [NH2:1][C:2]1[N:7]=[C:6]([S:8]([NH:11][C:12]([C:14]2[C:15](Cl)=[N:16][C:17]([C:20]([CH3:23])([CH3:22])[CH3:21])=[CH:18][CH:19]=2)=[O:13])(=[O:10])=[O:9])[CH:5]=[CH:4][CH:3]=1.F[Cs].C([O-])([O-])=O.[K+].[K+].[CH3:33][C:34]1([CH3:45])[CH:38]([CH:39]2[CH2:44][CH2:43][O:42][CH2:41][CH2:40]2)[CH2:37][CH2:36][NH:35]1. The catalyst is CS(C)=O. The product is [NH2:1][C:2]1[N:7]=[C:6]([S:8]([NH:11][C:12]([C:14]2[C:15]([N:35]3[CH2:36][CH2:37][CH:38]([CH:39]4[CH2:44][CH2:43][O:42][CH2:41][CH2:40]4)[C:34]3([CH3:45])[CH3:33])=[N:16][C:17]([C:20]([CH3:23])([CH3:22])[CH3:21])=[CH:18][CH:19]=2)=[O:13])(=[O:10])=[O:9])[CH:5]=[CH:4][CH:3]=1. The yield is 0.660. (3) The reactants are C([N:8]1[CH2:13][CH2:12][N:11]([C:14]2[C:15]3[S:22][CH:21]=[CH:20][C:16]=3[N:17]([CH3:19])[N:18]=2)[CH2:10][CH2:9]1)C1C=CC=CC=1.ClC(OC(Cl)=O)C. The catalyst is C(Cl)Cl. The product is [CH3:19][N:17]1[C:16]2[CH:20]=[CH:21][S:22][C:15]=2[C:14]([N:11]2[CH2:10][CH2:9][NH:8][CH2:13][CH2:12]2)=[N:18]1. The yield is 0.800. (4) The reactants are ClC1C=CC=C(C(OO)=[O:9])C=1.[CH3:12][C@H:13]1[C:21]2[C:20]([N:22]3[CH2:27][CH2:26][N:25]([C:28]([O:30][C:31]([CH3:34])([CH3:33])[CH3:32])=[O:29])[CH2:24][CH2:23]3)=[N:19][CH:18]=[N:17][C:16]=2[CH2:15][CH2:14]1.C([O-])(O)=O.[Na+].[O-]S([O-])(=S)=O.[Na+].[Na+].C([O-])([O-])=O.[Na+].[Na+]. The catalyst is C(Cl)(Cl)Cl.O. The product is [C:31]([O:30][C:28]([N:25]1[CH2:24][CH2:23][N:22]([C:20]2[N:19]=[CH:18][N+:17]([O-:9])=[C:16]3[CH2:15][CH2:14][C@@H:13]([CH3:12])[C:21]=23)[CH2:27][CH2:26]1)=[O:29])([CH3:33])([CH3:32])[CH3:34]. The yield is 1.00. (5) The reactants are [CH2:1]([O:3][C:4]([C:6]1[O:7][C:8]2[CH:14]=[CH:13][C:12](Br)=[CH:11][C:9]=2[CH:10]=1)=[O:5])[CH3:2].C[C:17]1[CH:22]=[C:21](B2OC(C)(C)C(C)(C)O2)[CH:20]=[CH:19][C:18]=1[OH:32].P([O-])([O-])([O-])=O.[K+].[K+].[K+].[C:41]1(C)C=CC=CC=1. The catalyst is C1COCC1.CC([O-])=O.CC([O-])=O.[Pd+2].C1(P(C2CCCCC2)C2(OC)CC=CC(OC)=C2C2C=CC=CC=2)CCCCC1. The product is [CH2:1]([O:3][C:4]([C:6]1[O:7][C:8]2[CH:14]=[CH:13][C:12]([C:21]3[CH:22]=[CH:17][C:18]([OH:32])=[CH:19][C:20]=3[CH3:41])=[CH:11][C:9]=2[CH:10]=1)=[O:5])[CH3:2]. The yield is 0.560.